The task is: Predict the reactants needed to synthesize the given product.. This data is from Full USPTO retrosynthesis dataset with 1.9M reactions from patents (1976-2016). (1) The reactants are: [SH-:1].[Na+].[CH2:3]([S:5]([C:8]1[CH:13]=[CH:12][C:11](F)=[C:10]([Cl:15])[CH:9]=1)(=[O:7])=[O:6])[CH3:4]. Given the product [Cl:15][C:10]1[CH:9]=[C:8]([S:5]([CH2:3][CH3:4])(=[O:7])=[O:6])[CH:13]=[CH:12][C:11]=1[SH:1], predict the reactants needed to synthesize it. (2) Given the product [CH2:12]([O:11][C:9](=[O:10])[CH2:8][C:5]1[CH:4]=[CH:3][C:2]([NH:1][C:26]([C:14]2[C:24]3=[C:25]4[C:20](=[CH:21][CH:22]=[CH:23]3)[CH2:19][CH2:18][CH2:17][N:16]4[CH:15]=2)=[O:27])=[CH:7][CH:6]=1)[CH3:13], predict the reactants needed to synthesize it. The reactants are: [NH2:1][C:2]1[CH:7]=[CH:6][C:5]([CH2:8][C:9]([O:11][CH2:12][CH3:13])=[O:10])=[CH:4][CH:3]=1.[C:14]1([C:26](O)=[O:27])[C:24]2=[C:25]3[C:20](=[CH:21][CH:22]=[CH:23]2)[CH2:19][CH2:18][CH2:17][N:16]3[CH:15]=1. (3) Given the product [Br:1][C:2]1[CH:3]=[C:4]([F:10])[C:5]([CH2:8][N:18]2[CH2:19][CH2:20][N:15]([S:12]([CH3:11])(=[O:14])=[O:13])[CH2:16][CH2:17]2)=[N:6][CH:7]=1.[Br:1][C:2]1[CH:3]=[C:4]([F:10])[C:5]([C:8]([N:18]2[CH2:19][CH2:20][N:15]([S:12]([CH3:11])(=[O:14])=[O:13])[CH2:16][CH2:17]2)=[O:9])=[N:6][CH:7]=1, predict the reactants needed to synthesize it. The reactants are: [Br:1][C:2]1[CH:3]=[C:4]([F:10])[C:5]([CH:8]=[O:9])=[N:6][CH:7]=1.[CH3:11][S:12]([N:15]1[CH2:20][CH2:19][NH:18][CH2:17][CH2:16]1)(=[O:14])=[O:13].CN(C=O)C.[BH-](OC(C)=O)(OC(C)=O)OC(C)=O.[Na+]. (4) Given the product [CH3:18][O:12][C:11](=[O:13])[CH2:10][C:7]1[CH:6]=[CH:5][C:4]([N+:1]([O-:3])=[O:2])=[CH:9][CH:8]=1, predict the reactants needed to synthesize it. The reactants are: [N+:1]([C:4]1[CH:9]=[CH:8][C:7]([CH2:10][C:11]([OH:13])=[O:12])=[CH:6][CH:5]=1)([O-:3])=[O:2].S(Cl)(Cl)=O.[CH3:18]COC(C)=O.CCCCCCC. (5) Given the product [O:20]1[CH2:21][CH2:22][CH:17]([NH:16][C:15](=[O:23])[C@H:11]([CH:12]([CH3:14])[CH3:13])[CH2:10][C@H:9]([OH:24])[C@@H:8]([NH2:7])[CH2:25][C@H:26]([CH2:30][C:31]2[CH:36]=[C:35]([O:37][CH2:38][CH2:39][CH2:40][O:41][CH3:42])[CH:34]=[C:33]([O:43][CH3:44])[CH:32]=2)[CH:27]([CH3:29])[CH3:28])[CH2:18][CH2:19]1, predict the reactants needed to synthesize it. The reactants are: C(OC(=O)[NH:7][C@@H:8]([CH2:25][C@H:26]([CH2:30][C:31]1[CH:36]=[C:35]([O:37][CH2:38][CH2:39][CH2:40][O:41][CH3:42])[CH:34]=[C:33]([O:43][CH3:44])[CH:32]=1)[CH:27]([CH3:29])[CH3:28])[C@@H:9]([OH:24])[CH2:10][C@H:11]([C:15](=[O:23])[NH:16][CH:17]1[CH2:22][CH2:21][O:20][CH2:19][CH2:18]1)[CH:12]([CH3:14])[CH3:13])(C)(C)C.Cl.N.C(O)(=O)/C=C/C(O)=O. (6) Given the product [C:22]([O:21][C:19](=[O:26])[NH:20][C:2]1[C:7]2=[CH:8][N:9]([C:11]3[C:16]([F:17])=[CH:15][CH:14]=[CH:13][C:12]=3[Cl:18])[N:10]=[C:6]2[CH:5]=[CH:4][N:3]=1)([CH3:25])([CH3:24])[CH3:23], predict the reactants needed to synthesize it. The reactants are: Br[C:2]1[C:7]2=[CH:8][N:9]([C:11]3[C:16]([F:17])=[CH:15][CH:14]=[CH:13][C:12]=3[Cl:18])[N:10]=[C:6]2[CH:5]=[CH:4][N:3]=1.[C:19](=[O:26])([O:21][C:22]([CH3:25])([CH3:24])[CH3:23])[NH2:20].CC1(C)C2C(=C(P(C3C=CC=CC=3)C3C=CC=CC=3)C=CC=2)OC2C(P(C3C=CC=CC=3)C3C=CC=CC=3)=CC=CC1=2.[O-]P([O-])([O-])=O.[K+].[K+].[K+]. (7) The reactants are: [Cl:1][C:2]1[C:10]([C:11]#[N:12])=[CH:9][CH:8]=[C:7]2[C:3]=1[CH:4]=[C:5]([CH2:18][OH:19])[N:6]2[CH2:13][C:14]([F:17])([F:16])[F:15]. Given the product [Cl:1][C:2]1[C:10]([C:11]#[N:12])=[CH:9][CH:8]=[C:7]2[C:3]=1[CH:4]=[C:5]([CH:18]=[O:19])[N:6]2[CH2:13][C:14]([F:16])([F:17])[F:15], predict the reactants needed to synthesize it. (8) Given the product [F:13][C:14]1[CH:15]=[C:16]([C:29]2[C:30]([C:35]#[N:36])=[CH:31][CH:32]=[CH:33][CH:34]=2)[CH:17]=[C:18]([C:2]2[N:6]3[CH:7]=[CH:8][C:9]([CH2:11][OH:12])=[N:10][C:5]3=[N:4][CH:3]=2)[CH:19]=1, predict the reactants needed to synthesize it. The reactants are: Br[C:2]1[N:6]2[CH:7]=[CH:8][C:9]([CH2:11][OH:12])=[N:10][C:5]2=[N:4][CH:3]=1.[F:13][C:14]1[CH:15]=[C:16]([C:29]2[C:30]([C:35]#[N:36])=[CH:31][CH:32]=[CH:33][CH:34]=2)[CH:17]=[C:18](B2OC(C)(C)C(C)(C)O2)[CH:19]=1.